From a dataset of Forward reaction prediction with 1.9M reactions from USPTO patents (1976-2016). Predict the product of the given reaction. Given the reactants C(#N)C=C.[C:5]([OH:16])(=[O:15])[CH2:6][CH2:7][CH2:8][CH2:9][CH2:10][CH2:11][CH2:12][CH:13]=[CH2:14].[C:17]([O:28][CH3:29])(=[O:27])[CH2:18][CH2:19][CH2:20][CH2:21][CH2:22][CH2:23][CH2:24][CH:25]=[CH2:26], predict the reaction product. The product is: [C:5]([OH:16])(=[O:15])[CH2:6][CH2:7][CH2:8][CH2:9][CH2:10][CH2:11][CH2:12]/[CH:13]=[CH:14]\[CH2:17][CH2:18][CH2:19][CH2:20][CH2:21][CH2:22][CH2:23][CH3:24].[C:17]([O:28][CH3:29])(=[O:27])[CH2:18][CH2:19][CH2:20][CH2:21][CH2:22][CH2:23][CH2:24]/[CH:25]=[CH:26]\[CH2:5][CH2:6][CH2:7][CH2:8][CH2:9][CH2:10][CH2:11][CH3:12].